Dataset: Full USPTO retrosynthesis dataset with 1.9M reactions from patents (1976-2016). Task: Predict the reactants needed to synthesize the given product. (1) Given the product [ClH:22].[NH2:14][C@@H:12]1[CH2:13][C@H:11]1[C:8]1[CH:9]=[CH:10][C:5]([NH:4][C:1](=[O:3])[CH3:2])=[CH:6][CH:7]=1, predict the reactants needed to synthesize it. The reactants are: [C:1]([NH:4][C:5]1[CH:10]=[CH:9][C:8]([C@@H:11]2[CH2:13][C@H:12]2[NH:14]C(=O)OC(C)(C)C)=[CH:7][CH:6]=1)(=[O:3])[CH3:2].[ClH:22]. (2) Given the product [F:1][C:2]1[CH:11]=[C:10]([F:12])[CH:9]=[C:8]2[C:3]=1[C:4]([NH:20][C:21]1[CH:22]=[N:23][CH:24]=[C:25]([N:27]3[CH2:32][CH2:31][O:30][CH2:29][CH2:28]3)[CH:26]=1)=[C:5]([CH3:19])[C:6]([N:13]1[CH2:14][CH2:15][N:16]([C:38]([C:36]3[N:35]=[CH:34][O:33][CH:37]=3)=[O:39])[CH2:17][CH2:18]1)=[N:7]2, predict the reactants needed to synthesize it. The reactants are: [F:1][C:2]1[CH:11]=[C:10]([F:12])[CH:9]=[C:8]2[C:3]=1[C:4]([NH:20][C:21]1[CH:22]=[N:23][CH:24]=[C:25]([N:27]3[CH2:32][CH2:31][O:30][CH2:29][CH2:28]3)[CH:26]=1)=[C:5]([CH3:19])[C:6]([N:13]1[CH2:18][CH2:17][NH:16][CH2:15][CH2:14]1)=[N:7]2.[O:33]1[CH:37]=[C:36]([C:38](O)=[O:39])[N:35]=[CH:34]1.